Dataset: Full USPTO retrosynthesis dataset with 1.9M reactions from patents (1976-2016). Task: Predict the reactants needed to synthesize the given product. (1) Given the product [C:1]([O:5][C:6](=[O:41])[C:7]1[CH:12]=[CH:11][C:10]([CH2:13][CH2:14][S:15]([N:18]2[CH2:19][CH2:20][C:21]3([N:25]=[C:24]([C:26]4[CH:31]=[C:30]([C:32]([F:34])([F:33])[F:35])[CH:29]=[C:28]([O:36][CH2:57][C:56]([F:66])([F:67])[C:55]([F:68])([F:69])[C:54]([F:70])([F:71])[CH2:53][O:52][CH2:51][CH2:50][N:49]([C:47]([O:46][C:42]([CH3:43])([CH3:44])[CH3:45])=[O:48])[CH3:72])[CH:27]=4)[NH:23][C:22]3=[O:37])[CH2:38][CH2:39]2)(=[O:16])=[O:17])=[C:9]([CH3:40])[CH:8]=1)([CH3:4])([CH3:3])[CH3:2], predict the reactants needed to synthesize it. The reactants are: [C:1]([O:5][C:6](=[O:41])[C:7]1[CH:12]=[CH:11][C:10]([CH2:13][CH2:14][S:15]([N:18]2[CH2:39][CH2:38][C:21]3([N:25]=[C:24]([C:26]4[CH:31]=[C:30]([C:32]([F:35])([F:34])[F:33])[CH:29]=[C:28]([OH:36])[CH:27]=4)[NH:23][C:22]3=[O:37])[CH2:20][CH2:19]2)(=[O:17])=[O:16])=[C:9]([CH3:40])[CH:8]=1)([CH3:4])([CH3:3])[CH3:2].[C:42]([O:46][C:47]([N:49]([CH3:72])[CH2:50][CH2:51][O:52][CH2:53][C:54]([F:71])([F:70])[C:55]([F:69])([F:68])[C:56]([F:67])([F:66])[CH2:57]OS(C(F)(F)F)(=O)=O)=[O:48])([CH3:45])([CH3:44])[CH3:43].C(=O)([O-])[O-].[K+].[K+]. (2) Given the product [ClH:39].[ClH:39].[C:1]1([C@H:7]([CH3:38])[CH2:8][NH:9][CH2:17][CH2:18][CH2:19][S:20][CH2:21][CH2:22][NH:23][CH2:24][C@@H:25]([C:26]2[C:34]3[S:33][C:32](=[O:35])[NH:31][C:30]=3[C:29]([OH:36])=[CH:28][CH:27]=2)[OH:37])[CH:6]=[CH:5][CH:4]=[CH:3][CH:2]=1, predict the reactants needed to synthesize it. The reactants are: [C:1]1([C@H:7]([CH3:38])[CH2:8][N:9]([CH2:17][CH2:18][CH2:19][S:20][CH2:21][CH2:22][NH:23][CH2:24][C@H:25]([OH:37])[C:26]2[C:34]3[S:33][C:32](=[O:35])[NH:31][C:30]=3[C:29]([OH:36])=[CH:28][CH:27]=2)C(=O)OC(C)(C)C)[CH:6]=[CH:5][CH:4]=[CH:3][CH:2]=1.[ClH:39]. (3) Given the product [CH3:22][N:23]1[C:27]([C:28]2([C:31]3[NH:8][C:7]4=[N:6][C:5]([N:9]5[CH2:14][CH2:13][CH2:12][C@@H:11]([C:15]([N:17]6[CH2:21][CH2:20][CH2:19][CH2:18]6)=[O:16])[CH2:10]5)=[CH:4][CH:3]=[C:2]4[N:1]=3)[CH2:30][CH2:29]2)=[N:26][CH:25]=[N:24]1, predict the reactants needed to synthesize it. The reactants are: [NH2:1][C:2]1[CH:3]=[CH:4][C:5]([N:9]2[CH2:14][CH2:13][CH2:12][C@@H:11]([C:15]([N:17]3[CH2:21][CH2:20][CH2:19][CH2:18]3)=[O:16])[CH2:10]2)=[N:6][C:7]=1[NH2:8].[CH3:22][N:23]1[C:27]([C:28]2([C:31](=N)OCC)[CH2:30][CH2:29]2)=[N:26][CH:25]=[N:24]1.[S].C(O)(=O)C.